Dataset: Full USPTO retrosynthesis dataset with 1.9M reactions from patents (1976-2016). Task: Predict the reactants needed to synthesize the given product. (1) Given the product [F:13][C:14]1[CH:21]=[CH:20][C:17]([CH2:18][N:9]([CH2:8][CH2:7][C:4]2[CH:5]=[CH:6][N:1]=[CH:2][CH:3]=2)[C:10](=[O:12])[CH3:11])=[CH:16][CH:15]=1, predict the reactants needed to synthesize it. The reactants are: [N:1]1[CH:6]=[CH:5][C:4]([CH2:7][CH2:8][NH:9][C:10](=[O:12])[CH3:11])=[CH:3][CH:2]=1.[F:13][C:14]1[CH:21]=[CH:20][C:17]([CH2:18]Br)=[CH:16][CH:15]=1. (2) Given the product [NH2:7][C@@H:8]1[CH2:13][CH2:12][CH2:11][CH2:10][C@H:9]1[CH2:14][C:15]1[CH:20]=[CH:19][C:18]([N:21]2[S:22](=[O:34])(=[O:33])[N:23]([CH2:27][CH2:28][Si:29]([CH3:31])([CH3:32])[CH3:30])[C:24](=[O:26])[CH2:25]2)=[C:17]([O:35][CH2:36][C:37]2[CH:38]=[CH:39][CH:40]=[CH:41][CH:42]=2)[CH:16]=1, predict the reactants needed to synthesize it. The reactants are: C(OC(=O)[NH:7][C@@H:8]1[CH2:13][CH2:12][CH2:11][CH2:10][C@H:9]1[CH2:14][C:15]1[CH:20]=[CH:19][C:18]([N:21]2[CH2:25][C:24](=[O:26])[N:23]([CH2:27][CH2:28][Si:29]([CH3:32])([CH3:31])[CH3:30])[S:22]2(=[O:34])=[O:33])=[C:17]([O:35][CH2:36][C:37]2[CH:42]=[CH:41][CH:40]=[CH:39][CH:38]=2)[CH:16]=1)(C)(C)C.C(O)(C(F)(F)F)=O. (3) Given the product [CH3:45][C:40]1([CH3:46])[C:41]([CH3:44])([CH3:43])[O:42][B:38]([C:2]2[CH:3]=[C:4]([C:23]3[N:27]([C:28]4[CH:33]=[CH:32][CH:31]=[CH:30][CH:29]=4)[C:26]4[CH:34]=[CH:35][CH:36]=[CH:37][C:25]=4[N:24]=3)[CH:5]=[C:6]([C:8]3[N:12]([C:13]4[CH:18]=[CH:17][CH:16]=[CH:15][CH:14]=4)[C:11]4[CH:19]=[CH:20][CH:21]=[CH:22][C:10]=4[N:9]=3)[CH:7]=2)[O:39]1, predict the reactants needed to synthesize it. The reactants are: Br[C:2]1[CH:3]=[C:4]([C:23]2[N:27]([C:28]3[CH:33]=[CH:32][CH:31]=[CH:30][CH:29]=3)[C:26]3[CH:34]=[CH:35][CH:36]=[CH:37][C:25]=3[N:24]=2)[CH:5]=[C:6]([C:8]2[N:12]([C:13]3[CH:18]=[CH:17][CH:16]=[CH:15][CH:14]=3)[C:11]3[CH:19]=[CH:20][CH:21]=[CH:22][C:10]=3[N:9]=2)[CH:7]=1.[B:38]1([B:38]2[O:42][C:41]([CH3:44])([CH3:43])[C:40]([CH3:46])([CH3:45])[O:39]2)[O:42][C:41]([CH3:44])([CH3:43])[C:40]([CH3:46])([CH3:45])[O:39]1.C([O-])(=O)C.[K+].